This data is from Full USPTO retrosynthesis dataset with 1.9M reactions from patents (1976-2016). The task is: Predict the reactants needed to synthesize the given product. Given the product [CH:1]1([N:4]2[CH2:12][C:11]3[C:6](=[CH:7][CH:8]=[C:9]([CH:13]4[CH2:17][CH2:16][C@:15]([C:22]5[CH:27]=[CH:26][CH:25]=[C:24]([F:28])[C:23]=5[CH3:29])([C:18]([OH:20])=[O:19])[CH2:14]4)[CH:10]=3)[C:5]2=[O:30])[CH2:2][CH2:3]1, predict the reactants needed to synthesize it. The reactants are: [CH:1]1([N:4]2[CH2:12][C:11]3[C:6](=[CH:7][CH:8]=[C:9]([CH:13]4[CH2:17][CH2:16][C@:15]([C:22]5[CH:27]=[CH:26][CH:25]=[C:24]([F:28])[C:23]=5[CH3:29])([C:18]([O:20]C)=[O:19])[CH2:14]4)[CH:10]=3)[C:5]2=[O:30])[CH2:3][CH2:2]1.[OH-].[K+].